This data is from Full USPTO retrosynthesis dataset with 1.9M reactions from patents (1976-2016). The task is: Predict the reactants needed to synthesize the given product. (1) Given the product [NH2:45][C:44]1[CH:43]=[C:42]([C:2]2[CH:3]=[CH:4][CH:5]=[C:6]3[C:11]=2[N:10]=[C:9]([NH:12][C:13]2[CH:18]=[CH:17][C:16]([N:19]4[CH2:20][CH2:21][N:22]([C:25]([O:27][C:28]([CH3:29])([CH3:30])[CH3:31])=[O:26])[CH2:23][CH2:24]4)=[CH:15][C:14]=2[O:32][CH3:33])[N:8]=[CH:7]3)[CH:48]=[CH:47][CH:46]=1, predict the reactants needed to synthesize it. The reactants are: Br[C:2]1[CH:3]=[CH:4][CH:5]=[C:6]2[C:11]=1[N:10]=[C:9]([NH:12][C:13]1[CH:18]=[CH:17][C:16]([N:19]3[CH2:24][CH2:23][N:22]([C:25]([O:27][C:28]([CH3:31])([CH3:30])[CH3:29])=[O:26])[CH2:21][CH2:20]3)=[CH:15][C:14]=1[O:32][CH3:33])[N:8]=[CH:7]2.CC1(C)C(C)(C)OB([C:42]2[CH:43]=[C:44]([CH:46]=[CH:47][CH:48]=2)[NH2:45])O1.C([O-])([O-])=O.[Na+].[Na+]. (2) Given the product [CH3:2][N:3]1[CH2:8][CH2:7][C:6]([C:12]2[CH:17]=[CH:16][CH:15]=[CH:14][CH:13]=2)([C:9]#[N:25])[CH2:5][CH2:4]1, predict the reactants needed to synthesize it. The reactants are: Cl.[CH3:2][N:3]1[CH2:8][CH2:7][C:6]([C:12]2[CH:17]=[CH:16][CH:15]=[CH:14][CH:13]=2)([C:9](O)=O)[CH2:5][CH2:4]1.C([N:25]1CCNCC1)C1C=CC=CC=1.C(N(CC)CC)C.C(Cl)CCl. (3) Given the product [F:1][C:2]1[CH:3]=[CH:4][C:5]([N:8]2[C:12]([C:13]3[CH:14]=[CH:15][C:16]4=[N:19][O:21][C:31]([C:22]5[CH:27]=[CH:26][C:25]([CH3:28])=[CH:24][CH:23]=5)=[C:17]4[CH:18]=3)=[CH:11][CH:10]=[N:9]2)=[CH:6][CH:7]=1, predict the reactants needed to synthesize it. The reactants are: [F:1][C:2]1[CH:7]=[CH:6][C:5]([N:8]2[C:12]([C:13]3[CH:18]=[CH:17][C:16]([N+:19]([O-:21])=O)=[CH:15][CH:14]=3)=[CH:11][CH:10]=[N:9]2)=[CH:4][CH:3]=1.[C:22]1([CH3:31])[CH:27]=[CH:26][C:25]([CH2:28]C#N)=[CH:24][CH:23]=1. (4) Given the product [Br:1][C:2]1[CH:11]=[C:10]2[C:5]([CH2:6][CH2:7][N:8]([C:17](=[O:34])[C:18]([N:20]([CH3:33])[C:21]([CH3:22])([CH2:23][CH2:24][C:25]#[C:26][C:27]3[S:28][CH:29]=[CH:30][CH:31]=3)[CH3:32])=[O:19])[CH:9]2[C:12]([OH:14])=[O:13])=[CH:4][C:3]=1[O:35][CH3:36], predict the reactants needed to synthesize it. The reactants are: [Br:1][C:2]1[CH:11]=[C:10]2[C:5]([CH2:6][CH2:7][N:8]([C:17](=[O:34])[C:18]([N:20]([CH3:33])[C:21]([CH3:32])([CH2:23][CH2:24][C:25]#[C:26][C:27]3[S:28][CH:29]=[CH:30][CH:31]=3)[CH3:22])=[O:19])[CH:9]2[C:12]([O:14]CC)=[O:13])=[CH:4][C:3]=1[O:35][CH3:36].[OH-].[K+].Cl. (5) Given the product [C:2]([C@H:3]([NH:5][C:6](=[O:15])[O:7][CH2:8][C:9]1[CH:10]=[CH:11][CH:12]=[CH:13][CH:14]=1)[CH3:4])#[N:1], predict the reactants needed to synthesize it. The reactants are: [NH2:1][C:2](=O)[C@H:3]([NH:5][C:6](=[O:15])[O:7][CH2:8][C:9]1[CH:14]=[CH:13][CH:12]=[CH:11][CH:10]=1)[CH3:4].ClC1N=C(Cl)N=C(Cl)N=1.O.